Dataset: Peptide-MHC class I binding affinity with 185,985 pairs from IEDB/IMGT. Task: Regression. Given a peptide amino acid sequence and an MHC pseudo amino acid sequence, predict their binding affinity value. This is MHC class I binding data. The peptide sequence is LLDLFGPEV. The MHC is HLA-A02:01 with pseudo-sequence HLA-A02:01. The binding affinity (normalized) is 0.834.